Dataset: NCI-60 drug combinations with 297,098 pairs across 59 cell lines. Task: Regression. Given two drug SMILES strings and cell line genomic features, predict the synergy score measuring deviation from expected non-interaction effect. (1) Drug 1: CC12CCC3C(C1CCC2O)C(CC4=C3C=CC(=C4)O)CCCCCCCCCS(=O)CCCC(C(F)(F)F)(F)F. Drug 2: CNC(=O)C1=NC=CC(=C1)OC2=CC=C(C=C2)NC(=O)NC3=CC(=C(C=C3)Cl)C(F)(F)F. Cell line: T-47D. Synergy scores: CSS=15.1, Synergy_ZIP=-2.02, Synergy_Bliss=-2.70, Synergy_Loewe=-5.42, Synergy_HSA=-1.07. (2) Drug 1: CC1OCC2C(O1)C(C(C(O2)OC3C4COC(=O)C4C(C5=CC6=C(C=C35)OCO6)C7=CC(=C(C(=C7)OC)O)OC)O)O. Drug 2: CCC1(CC2CC(C3=C(CCN(C2)C1)C4=CC=CC=C4N3)(C5=C(C=C6C(=C5)C78CCN9C7C(C=CC9)(C(C(C8N6C=O)(C(=O)OC)O)OC(=O)C)CC)OC)C(=O)OC)O.OS(=O)(=O)O. Cell line: SNB-75. Synergy scores: CSS=16.0, Synergy_ZIP=-4.21, Synergy_Bliss=-0.0648, Synergy_Loewe=-1.76, Synergy_HSA=0.335.